Dataset: Full USPTO retrosynthesis dataset with 1.9M reactions from patents (1976-2016). Task: Predict the reactants needed to synthesize the given product. (1) Given the product [F:22][C:19]1[CH:20]=[CH:21][C:16]([C:3]2[C:2]([N:23]3[CH2:28][CH2:27][CH2:26][CH2:25][CH2:24]3)=[N:11][C:10]3[C:5](=[CH:6][CH:7]=[C:8]([C:12]([O:14][CH2:15][CH2:29][CH2:30][CH3:31])=[O:13])[CH:9]=3)[N:4]=2)=[CH:17][CH:18]=1, predict the reactants needed to synthesize it. The reactants are: Cl[C:2]1[C:3]([C:16]2[CH:21]=[CH:20][C:19]([F:22])=[CH:18][CH:17]=2)=[N:4][C:5]2[C:10]([N:11]=1)=[CH:9][C:8]([C:12]([O:14][CH3:15])=[O:13])=[CH:7][CH:6]=2.[NH:23]1[CH2:28][CH2:27][CH2:26][CH2:25][CH2:24]1.[CH2:29](O)[CH2:30][CH2:31]C. (2) Given the product [N:30]([CH:24]([C:5]1[C:6]2[N:7]3[CH2:14][CH2:13][CH2:12][N:11]([C:15]4[C:16]([Cl:23])=[CH:17][C:18]([Cl:22])=[CH:19][C:20]=4[Cl:21])[C:8]3=[N:9][C:10]=2[C:2]([Cl:1])=[CH:3][CH:4]=1)[C:25]([F:27])([F:28])[F:26])=[N+:31]=[N-:32], predict the reactants needed to synthesize it. The reactants are: [Cl:1][C:2]1[C:10]2[N:9]=[C:8]3[N:11]([C:15]4[C:20]([Cl:21])=[CH:19][C:18]([Cl:22])=[CH:17][C:16]=4[Cl:23])[CH2:12][CH2:13][CH2:14][N:7]3[C:6]=2[C:5]([CH:24](Cl)[C:25]([F:28])([F:27])[F:26])=[CH:4][CH:3]=1.[N-:30]=[N+:31]=[N-:32].[Na+].